From a dataset of Merck oncology drug combination screen with 23,052 pairs across 39 cell lines. Regression. Given two drug SMILES strings and cell line genomic features, predict the synergy score measuring deviation from expected non-interaction effect. (1) Drug 1: CC1CC2C3CCC4=CC(=O)C=CC4(C)C3(F)C(O)CC2(C)C1(O)C(=O)CO. Cell line: PA1. Synergy scores: synergy=5.08. Drug 2: Cc1nc(Nc2ncc(C(=O)Nc3c(C)cccc3Cl)s2)cc(N2CCN(CCO)CC2)n1. (2) Drug 1: O=P1(N(CCCl)CCCl)NCCCO1. Synergy scores: synergy=-8.72. Cell line: NCIH460. Drug 2: C#Cc1cccc(Nc2ncnc3cc(OCCOC)c(OCCOC)cc23)c1. (3) Drug 1: N.N.O=C(O)C1(C(=O)O)CCC1.[Pt]. Drug 2: N#Cc1ccc(Cn2cncc2CN2CCN(c3cccc(Cl)c3)C(=O)C2)cc1. Cell line: RPMI7951. Synergy scores: synergy=-7.58. (4) Drug 1: Cc1nc(Nc2ncc(C(=O)Nc3c(C)cccc3Cl)s2)cc(N2CCN(CCO)CC2)n1. Drug 2: CC1(c2nc3c(C(N)=O)cccc3[nH]2)CCCN1. Cell line: RKO. Synergy scores: synergy=-11.5.